From a dataset of Forward reaction prediction with 1.9M reactions from USPTO patents (1976-2016). Predict the product of the given reaction. (1) Given the reactants [CH2:1]([OH:8])[C:2]([NH2:7])([CH2:5][OH:6])[CH2:3][OH:4].[Na+:9].[Cl-:10], predict the reaction product. The product is: [CH2:1]([OH:8])[C:2]([NH2:7])([CH2:5][OH:6])[CH2:3][OH:4].[Na+:9].[Cl-:10]. (2) Given the reactants Cl.[NH:2]1[CH2:7][CH2:6][CH:5]([CH2:8][O:9][C:10]2[CH:11]=[C:12]3[C:17](=[CH:18][CH:19]=2)[NH:16][C:15](=[C:20]2[C:28]4[C:23](=[CH:24][CH:25]=[CH:26][CH:27]=4)[NH:22][C:21]2=[O:29])[CH:14]=[CH:13]3)[CH2:4][CH2:3]1.C=O.[C:32]([BH3-])#N.[Na+].C(=O)(O)[O-].[Na+], predict the reaction product. The product is: [CH3:32][N:2]1[CH2:7][CH2:6][CH:5]([CH2:8][O:9][C:10]2[CH:11]=[C:12]3[C:17](=[CH:18][CH:19]=2)[NH:16][C:15](=[C:20]2[C:28]4[C:23](=[CH:24][CH:25]=[CH:26][CH:27]=4)[NH:22][C:21]2=[O:29])[CH:14]=[CH:13]3)[CH2:4][CH2:3]1. (3) Given the reactants [CH3:1][C:2]1[CH:7]=[CH:6][C:5]([S:8]([O:11][CH2:12][CH:13]2[CH2:17][C:16]3[C:18]([F:23])=[CH:19][CH:20]=[C:21](Br)[C:15]=3[O:14]2)(=[O:10])=[O:9])=[CH:4][CH:3]=1.[CH3:24][C:25]1[CH:30]=[CH:29][CH:28]=[CH:27][C:26]=1B(O)O.C(=O)([O-])[O-].[K+].[K+].CC1C=CC(S(OCC2CC3C(C4C=CC=CC=4)=CC=CC=3O2)(=O)=O)=CC=1, predict the reaction product. The product is: [CH3:1][C:2]1[CH:7]=[CH:6][C:5]([S:8]([O:11][CH2:12][CH:13]2[CH2:17][C:16]3[C:18]([F:23])=[CH:19][CH:20]=[C:21]([C:26]4[CH:27]=[CH:28][CH:29]=[CH:30][C:25]=4[CH3:24])[C:15]=3[O:14]2)(=[O:10])=[O:9])=[CH:4][CH:3]=1.